From a dataset of Full USPTO retrosynthesis dataset with 1.9M reactions from patents (1976-2016). Predict the reactants needed to synthesize the given product. (1) Given the product [Br:1][C:2]1[CH:3]=[C:4]([CH2:11][OH:12])[C:5]2[O:9][CH2:8][O:7][C:6]=2[CH:10]=1, predict the reactants needed to synthesize it. The reactants are: [Br:1][C:2]1[CH:3]=[C:4]([C:11](OC)=[O:12])[C:5]2[O:9][CH2:8][O:7][C:6]=2[CH:10]=1.[Li+].[BH4-].CO. (2) Given the product [ClH:31].[CH2:1]([C:3]1[CH:30]=[CH:29][C:6]([CH2:7][O:8][C:9]2[CH:14]=[CH:13][C:12]([C:15]3([OH:26])[CH2:18][NH:17][CH2:16]3)=[CH:11][C:10]=2[O:27][CH3:28])=[CH:5][CH:4]=1)[CH3:2], predict the reactants needed to synthesize it. The reactants are: [CH2:1]([C:3]1[CH:30]=[CH:29][C:6]([CH2:7][O:8][C:9]2[CH:14]=[CH:13][C:12]([C:15]3([OH:26])[CH2:18][N:17](C(OC(C)(C)C)=O)[CH2:16]3)=[CH:11][C:10]=2[O:27][CH3:28])=[CH:5][CH:4]=1)[CH3:2].[ClH:31].C(OCC)(=O)C. (3) Given the product [Cl:1][C:2]1[N:7]=[CH:6][C:5]([CH2:8][NH:9][S:11]([CH3:10])=[O:12])=[CH:4][CH:3]=1, predict the reactants needed to synthesize it. The reactants are: [Cl:1][C:2]1[N:7]=[CH:6][C:5]([CH2:8][NH2:9])=[CH:4][CH:3]=1.[CH3:10][S:11](Cl)=[O:12]. (4) Given the product [C:27]([NH:1][CH2:2][C:3]([C:6]1[CH:11]=[CH:10][C:9]([NH:12][C:13](=[O:24])[C:14]2[CH:19]=[CH:18][C:17]([O:20][CH3:21])=[C:16]([O:22][CH3:23])[CH:15]=2)=[CH:8][C:7]=1[CH2:25][CH3:26])([CH3:5])[CH3:4])(=[O:29])[CH3:28], predict the reactants needed to synthesize it. The reactants are: [NH2:1][CH2:2][C:3]([C:6]1[CH:11]=[CH:10][C:9]([NH:12][C:13](=[O:24])[C:14]2[CH:19]=[CH:18][C:17]([O:20][CH3:21])=[C:16]([O:22][CH3:23])[CH:15]=2)=[CH:8][C:7]=1[CH2:25][CH3:26])([CH3:5])[CH3:4].[C:27](Cl)(=[O:29])[CH3:28].C(N(CC)CC)C. (5) Given the product [Cl:17][C:4]1[CH:3]=[C:2]([C:22]2[CH:23]=[CH:24][C:19]([Cl:18])=[CH:20][C:21]=2[F:28])[C:10]2[N:9]3[CH2:11][CH2:12][NH:13][C:14](=[O:15])[C:8]3=[C:7]([CH3:16])[C:6]=2[CH:5]=1, predict the reactants needed to synthesize it. The reactants are: Br[C:2]1[C:10]2[N:9]3[CH2:11][CH2:12][NH:13][C:14](=[O:15])[C:8]3=[C:7]([CH3:16])[C:6]=2[CH:5]=[C:4]([Cl:17])[CH:3]=1.[Cl:18][C:19]1[CH:24]=[CH:23][C:22](B(O)O)=[C:21]([F:28])[CH:20]=1. (6) Given the product [Cl:15][C:12]1[CH:13]=[CH:14][C:9]([C:8](=[O:35])[NH:7][CH2:6][CH2:5][OH:4])=[CH:10][C:11]=1[N:16]([CH3:34])[C:17]([C:19]1[S:33][C:22]2[C:23]3[CH:31]=[CH:30][C:29]([C:58]([NH:79][CH3:78])=[O:57])=[CH:28][C:24]=3[O:25][CH2:26][CH2:27][C:21]=2[CH:20]=1)=[O:18], predict the reactants needed to synthesize it. The reactants are: C([O:4][CH2:5][CH2:6][NH:7][C:8](=[O:35])[C:9]1[CH:14]=[CH:13][C:12]([Cl:15])=[C:11]([N:16]([CH3:34])[C:17]([C:19]2[S:33][C:22]3[C:23]4[CH:31]=[CH:30][C:29](Br)=[CH:28][C:24]=4[O:25][CH2:26][CH2:27][C:21]=3[CH:20]=2)=[O:18])[CH:10]=1)(=O)C.CC1(C)C2[C:58](=C(P(C3C=CC=CC=3)C3C=CC=CC=3)C=CC=2)[O:57]C2C(P(C3C=CC=CC=3)C3C=CC=CC=3)=CC=CC1=2.[CH3:78][NH2:79].Cl.C([O-])([O-])=O.[Na+].[Na+]. (7) The reactants are: [CH3:1][C:2]([CH3:24])([CH3:23])[C@@H:3]([N:5]([CH2:9][CH2:10][C:11]([C:16]1[CH:21]=[CH:20][C:19]([F:22])=[CH:18][CH:17]=1)([OH:15])[CH2:12][CH:13]=[CH2:14])[C:6](=O)[O-:7])[CH3:4].[H-].[Na+]. Given the product [CH2:12]([C:11]1([C:16]2[CH:21]=[CH:20][C:19]([F:22])=[CH:18][CH:17]=2)[O:15][C:6](=[O:7])[N:5]([C@H:3]([C:2]([CH3:24])([CH3:23])[CH3:1])[CH3:4])[CH2:9][CH2:10]1)[CH:13]=[CH2:14], predict the reactants needed to synthesize it. (8) Given the product [CH3:13][C:14]1([CH3:48])[CH2:18][C:17]2[CH:19]=[C:20]([N:23]3[C:28](=[O:29])[C:27]([CH2:30][C:31]4[CH:36]=[CH:35][C:34]([C:37]5[CH:42]=[CH:41][CH:40]=[CH:39][C:38]=5[C:43]5[NH:3][C:4](=[O:7])[O:5][N:44]=5)=[CH:33][CH:32]=4)=[C:26]([CH2:45][CH2:46][CH3:47])[N:25]=[CH:24]3)[CH:21]=[CH:22][C:16]=2[O:15]1, predict the reactants needed to synthesize it. The reactants are: [Cl-].O[NH3+:3].[C:4](=[O:7])([O-])[OH:5].[Na+].CS(C)=O.[CH3:13][C:14]1([CH3:48])[CH2:18][C:17]2[CH:19]=[C:20]([N:23]3[C:28](=[O:29])[C:27]([CH2:30][C:31]4[CH:36]=[CH:35][C:34]([C:37]5[C:38]([C:43]#[N:44])=[CH:39][CH:40]=[CH:41][CH:42]=5)=[CH:33][CH:32]=4)=[C:26]([CH2:45][CH2:46][CH3:47])[N:25]=[CH:24]3)[CH:21]=[CH:22][C:16]=2[O:15]1. (9) Given the product [Cl:53][C:54]1[C:63]2[C:58](=[CH:59][CH:60]=[C:61]([S:64]([NH:19][C:20]3[CH:21]=[C:22]([CH:30]=[CH:31][CH:32]=3)[C:23]([O:25][C:26]([CH3:28])([CH3:29])[CH3:27])=[O:24])(=[O:66])=[O:65])[CH:62]=2)[C:57]([Cl:81])=[CH:56][N:55]=1, predict the reactants needed to synthesize it. The reactants are: C([Li])CCC.BrC1C=C2C(C(Cl)=CN=C2Cl)=CC=1.[NH2:19][C:20]1[CH:21]=[C:22]([CH:30]=[CH:31][CH:32]=1)[C:23]([O:25][C:26]([CH3:29])([CH3:28])[CH3:27])=[O:24].CCN(CC)CC.ClC1C2C(=CC=C(Cl)C=2)C(Cl)=CN=1.[Cl:53][C:54]1[C:63]2[C:58](=[CH:59][CH:60]=[C:61]([S:64](NC3C=CC=CC=3C(OC(C)(C)C)=O)(=[O:66])=[O:65])[CH:62]=2)[C:57]([Cl:81])=[CH:56][N:55]=1. (10) Given the product [F:72][C:71]([F:74])([F:73])[C:69]([OH:75])=[O:70].[NH2:53][CH2:52][CH2:51][O:50][C:49]1[CH:61]=[CH:62][C:46]([NH:45][C:4](=[O:6])[C:3]2[C:7]([F:13])=[CH:8][C:9]([O:11][CH3:12])=[CH:10][C:2]=2[F:1])=[CH:47][C:48]=1[C:63]1[N:67]([CH3:68])[N:66]=[CH:65][CH:64]=1, predict the reactants needed to synthesize it. The reactants are: [F:1][C:2]1[CH:10]=[C:9]([O:11][CH3:12])[CH:8]=[C:7]([F:13])[C:3]=1[C:4]([OH:6])=O.CN(C(ON1N=NC2C=CC=NC1=2)=[N+](C)C)C.F[P-](F)(F)(F)(F)F.CCN(CC)CC.[NH2:45][C:46]1[CH:62]=[CH:61][C:49]([O:50][CH2:51][CH2:52][NH:53]C(=O)OC(C)(C)C)=[C:48]([C:63]2[N:67]([CH3:68])[N:66]=[CH:65][CH:64]=2)[CH:47]=1.[C:69]([OH:75])([C:71]([F:74])([F:73])[F:72])=[O:70].